From a dataset of Reaction yield outcomes from USPTO patents with 853,638 reactions. Predict the reaction yield, written as a fraction of the theoretical maximum amount of product (1.0 means a 100% yield; for example, 0.34 means a 34% yield). (1) The reactants are Br[C:2]1[CH:10]=[CH:9][CH:8]=[C:7]2[C:3]=1[C:4]1([C:20]3=[CH:21][C:22]4[O:26][CH2:25][O:24][C:23]=4[CH:27]=[C:19]3[O:18][CH2:17]1)[C:5](=[O:16])[N:6]2[CH2:11][CH2:12][CH2:13][CH2:14][CH3:15].[NH2:28][C:29]1[CH:30]=[CH:31][C:32]([O:35][CH3:36])=[N:33][CH:34]=1.C1C=CC(P(C2C(C3C(P(C4C=CC=CC=4)C4C=CC=CC=4)=CC=C4C=3C=CC=C4)=C3C(C=CC=C3)=CC=2)C2C=CC=CC=2)=CC=1.C[O-].[Na+]. The catalyst is C1C=CC(/C=C/C(/C=C/C2C=CC=CC=2)=O)=CC=1.C1C=CC(/C=C/C(/C=C/C2C=CC=CC=2)=O)=CC=1.C1C=CC(/C=C/C(/C=C/C2C=CC=CC=2)=O)=CC=1.[Pd].[Pd]. The product is [CH3:36][O:35][C:32]1[N:33]=[CH:34][C:29]([NH:28][C:2]2[CH:10]=[CH:9][CH:8]=[C:7]3[C:3]=2[C:4]2([C:20]4=[CH:21][C:22]5[O:26][CH2:25][O:24][C:23]=5[CH:27]=[C:19]4[O:18][CH2:17]2)[C:5](=[O:16])[N:6]3[CH2:11][CH2:12][CH2:13][CH2:14][CH3:15])=[CH:30][CH:31]=1. The yield is 0.540. (2) The reactants are Cl[C:2]1[CH:7]=[C:6]([O:8][C:9]2[CH:10]=[CH:11][C:12]([NH:15][C:16]([N:18]3[CH2:22][CH2:21][N:20]([CH:23]4[CH2:28][CH2:27][O:26][CH2:25][CH2:24]4)[C:19]3=[O:29])=[O:17])=[N:13][CH:14]=2)[CH:5]=[CH:4][N:3]=1.CC1(C)C(C)(C)OB([C:38]2[CH:39]=[N:40][NH:41][CH:42]=2)O1.C([O-])([O-])=O.[K+].[K+]. The catalyst is C1C=CC([P]([Pd]([P](C2C=CC=CC=2)(C2C=CC=CC=2)C2C=CC=CC=2)([P](C2C=CC=CC=2)(C2C=CC=CC=2)C2C=CC=CC=2)[P](C2C=CC=CC=2)(C2C=CC=CC=2)C2C=CC=CC=2)(C2C=CC=CC=2)C2C=CC=CC=2)=CC=1.O1CCOCC1.O. The product is [NH:40]1[CH:39]=[C:38]([C:2]2[CH:7]=[C:6]([O:8][C:9]3[CH:10]=[CH:11][C:12]([NH:15][C:16]([N:18]4[CH2:22][CH2:21][N:20]([CH:23]5[CH2:28][CH2:27][O:26][CH2:25][CH2:24]5)[C:19]4=[O:29])=[O:17])=[N:13][CH:14]=3)[CH:5]=[CH:4][N:3]=2)[CH:42]=[N:41]1. The yield is 0.480. (3) The reactants are [Br:1][C:2]1[CH:3]=[C:4]([CH:19]=[CH:20][CH:21]=1)[C:5]([NH:7][CH:8]([C:13]1[N:14]=[N:15][CH:16]=[CH:17][CH:18]=1)[C:9]([O:11][CH3:12])=[O:10])=O.P(Cl)(Cl)(Cl)=O. The catalyst is C(#N)C. The product is [Br:1][C:2]1[CH:3]=[C:4]([C:5]2[N:14]3[N:15]=[CH:16][CH:17]=[CH:18][C:13]3=[C:8]([C:9]([O:11][CH3:12])=[O:10])[N:7]=2)[CH:19]=[CH:20][CH:21]=1. The yield is 0.630. (4) The reactants are [C:1]([C:3]1[C:8]([CH3:9])=[CH:7][C:6]([N+:10]([O-:12])=[O:11])=[CH:5][N:4]=1)#[N:2].[CH3:13][Mg]Br.C(C1C(=O)C(Cl)=C(Cl)C(=O)C=1C#N)#N. The catalyst is C1COCC1. The product is [C:1]([C:3]1[C:8]([CH3:9])=[C:7]([CH3:13])[C:6]([N+:10]([O-:12])=[O:11])=[CH:5][N:4]=1)#[N:2]. The yield is 0.420. (5) The reactants are [NH2:1][C:2]1[N:7]=[C:6]([NH:8][CH2:9][CH2:10][NH:11][C:12](=[O:15])[CH:13]=[CH2:14])[CH:5]=[CH:4][CH:3]=1.Br[C:17]1[C:18](=[O:25])[N:19]([CH3:24])[CH:20]=[C:21]([Br:23])[CH:22]=1.C([O-])([O-])=O.[Cs+].[Cs+]. The catalyst is O1CCOCC1.C1C=CC(/C=C/C(/C=C/C2C=CC=CC=2)=O)=CC=1.C1C=CC(/C=C/C(/C=C/C2C=CC=CC=2)=O)=CC=1.C1C=CC(/C=C/C(/C=C/C2C=CC=CC=2)=O)=CC=1.[Pd].[Pd]. The product is [Br:23][C:21]1[CH:22]=[C:17]([NH:1][C:2]2[N:7]=[C:6]([NH:8][CH2:9][CH2:10][NH:11][C:12](=[O:15])[CH:13]=[CH2:14])[CH:5]=[CH:4][CH:3]=2)[C:18](=[O:25])[N:19]([CH3:24])[CH:20]=1. The yield is 0.650.